Task: Predict the reactants needed to synthesize the given product.. Dataset: Full USPTO retrosynthesis dataset with 1.9M reactions from patents (1976-2016) (1) Given the product [C:1]([C:4]1[CH:13]=[CH:12][C:11]([O:14][CH2:22][C:23]2[CH:28]=[CH:27][CH:26]=[CH:25][CH:24]=2)=[C:10]2[C:5]=1[CH:6]=[CH:7][C:8](=[O:15])[NH:9]2)(=[O:3])[CH3:2], predict the reactants needed to synthesize it. The reactants are: [C:1]([C:4]1[CH:13]=[CH:12][C:11]([OH:14])=[C:10]2[C:5]=1[CH:6]=[CH:7][C:8](=[O:15])[NH:9]2)(=[O:3])[CH3:2].C(=O)([O-])[O-].[K+].[K+].[CH2:22](Br)[C:23]1[CH:28]=[CH:27][CH:26]=[CH:25][CH:24]=1. (2) Given the product [CH3:13][NH:14][C:4](=[O:5])[CH2:3][C@H:2]([OH:1])[C:8]1[S:9][CH:10]=[CH:11][CH:12]=1, predict the reactants needed to synthesize it. The reactants are: [OH:1][C@H:2]([C:8]1[S:9][CH:10]=[CH:11][CH:12]=1)[CH2:3][C:4](OC)=[O:5].[CH3:13][NH2:14]. (3) Given the product [Br:1][C:2]1[C:3]([CH:17]([CH3:19])[CH3:18])=[N:4][C:5]([N:10]2[CH2:15][CH2:14][N:13]([CH2:28][C:29]3[CH:34]=[CH:33][C:32]([O:35][CH3:36])=[CH:31][CH:30]=3)[C@H:12]([CH3:16])[CH2:11]2)=[C:6]([CH:9]=1)[C:7]#[N:8], predict the reactants needed to synthesize it. The reactants are: [Br:1][C:2]1[C:3]([CH:17]([CH3:19])[CH3:18])=[N:4][C:5]([N:10]2[CH2:15][CH2:14][NH:13][C@H:12]([CH3:16])[CH2:11]2)=[C:6]([CH:9]=1)[C:7]#[N:8].C(N(CC)CC)C.Cl[CH2:28][C:29]1[CH:34]=[CH:33][C:32]([O:35][CH3:36])=[CH:31][CH:30]=1. (4) Given the product [ClH:12].[ClH:12].[NH2:5][C@H:4]1[CH2:3][C@@H:2]([CH2:9][CH2:10][NH2:11])[O:7][C:6]1=[O:8], predict the reactants needed to synthesize it. The reactants are: O[C@H:2]([CH2:9][CH2:10][NH2:11])[CH2:3][C@@H:4]([C:6]([OH:8])=[O:7])[NH2:5].[ClH:12]. (5) The reactants are: [Cl:1][C:2]1[CH:3]=[C:4]([S:9]([N:12]2[C:20]3[C:15](=[CH:16][CH:17]=[C:18]([C:21]([NH:23][C:24]4[CH:32]=[CH:31][C:27]([C:28]([OH:30])=[O:29])=[C:26]([F:33])[CH:25]=4)=[O:22])[CH:19]=3)[CH2:14][CH2:13]2)(=[O:11])=[O:10])[CH:5]=[CH:6][C:7]=1[Cl:8].Cl[C:35]1C=C(S(Cl)(=O)=O)C=C[C:40]=1Cl. Given the product [CH2:35]([O:29][C:28](=[O:30])[C:27]1[CH:31]=[CH:32][C:24]([NH:23][C:21]([C:18]2[CH:19]=[C:20]3[C:15]([CH2:14][CH2:13][N:12]3[S:9]([C:4]3[CH:5]=[CH:6][C:7]([Cl:8])=[C:2]([Cl:1])[CH:3]=3)(=[O:11])=[O:10])=[CH:16][CH:17]=2)=[O:22])=[CH:25][C:26]=1[F:33])[CH3:40], predict the reactants needed to synthesize it. (6) Given the product [ClH:1].[O:57]=[S:37]1(=[O:36])[C:41]2[CH:42]=[CH:43][C:44]([N:46]3[C:50](=[O:51])[CH2:49][C:48]4([CH2:52][CH2:53][N:54]([CH2:4][C@H:3]([OH:2])[C:24]5[CH:33]=[CH:32][C:27]6[C:28](=[O:31])[O:29][CH2:30][C:26]=6[C:25]=5[CH3:34])[CH2:55][CH2:56]4)[CH2:47]3)=[CH:45][C:40]=2[CH2:39][CH2:38]1, predict the reactants needed to synthesize it. The reactants are: [ClH:1].[OH:2][C@H:3]([C:24]1[CH:33]=[CH:32][C:27]2[C:28](=[O:31])[O:29][CH2:30][C:26]=2[C:25]=1[CH3:34])[CH2:4]N1CCC2(CN(C3SC(S(C)(=O)=O)=NN=3)CC2)CC1.Cl.[O:36]=[S:37]1(=[O:57])[C:41]2[CH:42]=[CH:43][C:44]([N:46]3[C:50](=[O:51])[CH2:49][C:48]4([CH2:56][CH2:55][NH:54][CH2:53][CH2:52]4)[CH2:47]3)=[CH:45][C:40]=2[CH2:39][CH2:38]1.CC1C([C@@H]2CO2)=CC=C2C=1COC2=O. (7) Given the product [ClH:27].[Br:1][C:2]1[N:3]=[C:4]([C@H:12]2[CH2:13][CH2:14][C@H:15]([N:18]3[CH2:23][CH2:22][NH:21][CH2:20][CH2:19]3)[CH2:16][CH2:17]2)[N:5]2[CH:10]=[CH:9][N:8]=[C:7]([CH3:11])[C:6]=12, predict the reactants needed to synthesize it. The reactants are: [Br:1][C:2]1[N:3]=[C:4]([C@H:12]2[CH2:17][CH2:16][C@H:15]([N:18]3[CH2:23][CH2:22][N:21](C(=O)C)[CH2:20][CH2:19]3)[CH2:14][CH2:13]2)[N:5]2[CH:10]=[CH:9][N:8]=[C:7]([CH3:11])[C:6]=12.[ClH:27]. (8) Given the product [NH2:2][C:3]1[C:8]2[C:9](=[O:42])[N:10]([C:14]3[CH:19]=[CH:18][C:17]([C:20]4[CH:25]=[CH:24][C:23]([CH2:26][N:27]5[CH2:31][CH2:30][C@H:29]([OH:32])[C:28]5=[O:40])=[CH:22][C:21]=4[Cl:41])=[CH:16][CH:15]=3)[CH2:11][CH2:12][O:13][C:7]=2[N:6]=[CH:5][N:4]=1, predict the reactants needed to synthesize it. The reactants are: Cl.[NH2:2][C:3]1[C:8]2[C:9](=[O:42])[N:10]([C:14]3[CH:19]=[CH:18][C:17]([C:20]4[CH:25]=[CH:24][C:23]([CH2:26][N:27]5[CH2:31][CH2:30][C@H:29]([O:32][Si](C(C)(C)C)(C)C)[C:28]5=[O:40])=[CH:22][C:21]=4[Cl:41])=[CH:16][CH:15]=3)[CH2:11][CH2:12][O:13][C:7]=2[N:6]=[CH:5][N:4]=1. (9) Given the product [CH2:1]([O:3][C:4](=[O:41])[CH2:5][CH2:6][CH2:7][O:8][C:9]1[CH:14]=[CH:13][CH:12]=[C:11]([CH2:15][CH2:16][CH2:17][CH2:18][CH2:19][CH2:20][O:21][C:22]2[CH:23]=[C:24]([C:46]3[CH:45]=[CH:44][C:43]([F:42])=[C:48]([F:49])[CH:47]=3)[CH:25]=[C:26]([C:28](=[O:32])[N:29]([CH3:31])[CH3:30])[CH:27]=2)[C:10]=1[CH2:34][CH2:35][C:36]([O:38][CH2:39][CH3:40])=[O:37])[CH3:2], predict the reactants needed to synthesize it. The reactants are: [CH2:1]([O:3][C:4](=[O:41])[CH2:5][CH2:6][CH2:7][O:8][C:9]1[CH:14]=[CH:13][CH:12]=[C:11]([CH2:15][CH2:16][CH2:17][CH2:18][CH2:19][CH2:20][O:21][C:22]2[CH:27]=[C:26]([C:28](=[O:32])[N:29]([CH3:31])[CH3:30])[CH:25]=[C:24](Br)[CH:23]=2)[C:10]=1[CH2:34][CH2:35][C:36]([O:38][CH2:39][CH3:40])=[O:37])[CH3:2].[F:42][C:43]1[CH:44]=[C:45](B(O)O)[CH:46]=[CH:47][C:48]=1[F:49].C(=O)([O-])[O-].[Cs+].[Cs+].C(COC)OC.